This data is from Full USPTO retrosynthesis dataset with 1.9M reactions from patents (1976-2016). The task is: Predict the reactants needed to synthesize the given product. (1) Given the product [Cl:22][C:17]1[CH:16]=[C:15]([C:13]2[N:14]=[C:10]([C:8]3[CH:9]=[C:4]([C:3]([OH:2])=[O:24])[C:5]([C:27]4[CH:28]=[CH:29][CH:30]=[CH:31][C:26]=4[F:25])=[CH:6][CH:7]=3)[S:11][CH:12]=2)[CH:20]=[CH:19][C:18]=1[Cl:21], predict the reactants needed to synthesize it. The reactants are: C[O:2][C:3](=[O:24])[C:4]1[CH:9]=[C:8]([C:10]2[S:11][CH:12]=[C:13]([C:15]3[CH:20]=[CH:19][C:18]([Cl:21])=[C:17]([Cl:22])[CH:16]=3)[N:14]=2)[CH:7]=[CH:6][C:5]=1Br.[F:25][C:26]1[CH:31]=[CH:30][CH:29]=[CH:28][C:27]=1B(O)O. (2) Given the product [Cl:1][C:2]1[C:11]2[C:6](=[CH:7][C:8]([NH:12][CH2:13][C:14]3[CH:19]=[CH:18][CH:17]=[C:16]([C:20]([F:23])([F:22])[F:21])[CH:15]=3)=[CH:9][CH:10]=2)[C:5]([OH:27])=[N:4][N:3]=1, predict the reactants needed to synthesize it. The reactants are: [Cl:1][C:2]1[C:11]2[C:6](=[CH:7][C:8]([NH:12][CH2:13][C:14]3[CH:19]=[CH:18][CH:17]=[C:16]([C:20]([F:23])([F:22])[F:21])[CH:15]=3)=[CH:9][CH:10]=2)[C:5](Cl)=[N:4][N:3]=1.[OH-].[Na+].[O:27]1CCOCC1.Cl.